From a dataset of Merck oncology drug combination screen with 23,052 pairs across 39 cell lines. Regression. Given two drug SMILES strings and cell line genomic features, predict the synergy score measuring deviation from expected non-interaction effect. (1) Drug 1: CC(=O)OC1C(=O)C2(C)C(O)CC3OCC3(OC(C)=O)C2C(OC(=O)c2ccccc2)C2(O)CC(OC(=O)C(O)C(NC(=O)c3ccccc3)c3ccccc3)C(C)=C1C2(C)C. Drug 2: NC(=O)c1cccc2cn(-c3ccc(C4CCCNC4)cc3)nc12. Cell line: KPL1. Synergy scores: synergy=-19.5. (2) Drug 1: CC(C)CC(NC(=O)C(Cc1ccccc1)NC(=O)c1cnccn1)B(O)O. Drug 2: NC1CCCCC1N.O=C(O)C(=O)O.[Pt+2]. Cell line: DLD1. Synergy scores: synergy=2.39. (3) Drug 1: CC1CC2C3CCC4=CC(=O)C=CC4(C)C3(F)C(O)CC2(C)C1(O)C(=O)CO. Drug 2: O=C(O)C1(Cc2cccc(Nc3nccs3)n2)CCC(Oc2cccc(Cl)c2F)CC1. Cell line: NCIH460. Synergy scores: synergy=-10.4. (4) Drug 1: CC(=O)OC1C(=O)C2(C)C(O)CC3OCC3(OC(C)=O)C2C(OC(=O)c2ccccc2)C2(O)CC(OC(=O)C(O)C(NC(=O)c3ccccc3)c3ccccc3)C(C)=C1C2(C)C. Drug 2: CCN(CC)CCNC(=O)c1c(C)[nH]c(C=C2C(=O)Nc3ccc(F)cc32)c1C. Cell line: HCT116. Synergy scores: synergy=10.2. (5) Drug 1: O=P1(N(CCCl)CCCl)NCCCO1. Drug 2: Cn1c(=O)n(-c2ccc(C(C)(C)C#N)cc2)c2c3cc(-c4cnc5ccccc5c4)ccc3ncc21. Cell line: PA1. Synergy scores: synergy=11.2. (6) Drug 1: C=CCn1c(=O)c2cnc(Nc3ccc(N4CCN(C)CC4)cc3)nc2n1-c1cccc(C(C)(C)O)n1. Drug 2: C#Cc1cccc(Nc2ncnc3cc(OCCOC)c(OCCOC)cc23)c1. Cell line: A2780. Synergy scores: synergy=3.10. (7) Cell line: SKOV3. Synergy scores: synergy=9.16. Drug 2: Cn1c(=O)n(-c2ccc(C(C)(C)C#N)cc2)c2c3cc(-c4cnc5ccccc5c4)ccc3ncc21. Drug 1: CN(C)C(=N)N=C(N)N.